Predict the product of the given reaction. From a dataset of Forward reaction prediction with 1.9M reactions from USPTO patents (1976-2016). (1) Given the reactants [Cl:1][C:2]1[N:7]=[C:6](Cl)[CH:5]=[CH:4][N:3]=1.[F:9][C:10]([F:20])([F:19])[C:11]1[CH:12]=[C:13]([CH:16]=[CH:17][CH:18]=1)[CH2:14][NH2:15], predict the reaction product. The product is: [F:9][C:10]([F:19])([F:20])[C:11]1[CH:12]=[C:13]([CH:16]=[CH:17][CH:18]=1)[CH2:14][NH:15][C:2]1[N:7]=[C:6]([NH:15][CH2:14][C:13]2[CH:16]=[CH:17][CH:18]=[C:11]([C:10]([F:9])([F:19])[F:20])[CH:12]=2)[CH:5]=[CH:4][N:3]=1.[ClH:1]. (2) Given the reactants Cl.Cl.[NH2:3][C@H:4]([C:15]([N:17]1[CH2:22][CH2:21][N:20]([CH3:23])[CH2:19][CH2:18]1)=[O:16])[CH2:5][NH:6][C:7]([C:9]1[S:10][C:11]([Cl:14])=[CH:12][CH:13]=1)=[O:8].[CH3:24][C:25]1[S:26][CH:27]=[C:28]([C:30]2[CH:35]=[CH:34][C:33]([S:36](Cl)(=[O:38])=[O:37])=[CH:32][CH:31]=2)[N:29]=1, predict the reaction product. The product is: [ClH:14].[CH3:23][N:20]1[CH2:19][CH2:18][N:17]([C:15](=[O:16])[C@@H:4]([NH:3][S:36]([C:33]2[CH:34]=[CH:35][C:30]([C:28]3[N:29]=[C:25]([CH3:24])[S:26][CH:27]=3)=[CH:31][CH:32]=2)(=[O:37])=[O:38])[CH2:5][NH:6][C:7]([C:9]2[S:10][C:11]([Cl:14])=[CH:12][CH:13]=2)=[O:8])[CH2:22][CH2:21]1.